From a dataset of Reaction yield outcomes from USPTO patents with 853,638 reactions. Predict the reaction yield, written as a fraction of the theoretical maximum amount of product (1.0 means a 100% yield; for example, 0.34 means a 34% yield). (1) The reactants are Br[C:2]1[CH:7]=[CH:6][CH:5]=[C:4]([CH2:8][F:9])[N:3]=1.[CH2:10]([C:14]1[CH:23]=[N:22][C:21]2[C:16](=[CH:17][C:18]([F:25])=[C:19]([F:24])[CH:20]=2)[N:15]=1)[CH2:11][C:12]#[CH:13]. No catalyst specified. The product is [F:24][C:19]1[CH:20]=[C:21]2[C:16](=[CH:17][C:18]=1[F:25])[N:15]=[C:14]([CH2:10][CH2:11][C:12]#[C:13][C:2]1[CH:7]=[CH:6][CH:5]=[C:4]([CH2:8][F:9])[N:3]=1)[CH:23]=[N:22]2. The yield is 0.140. (2) The product is [Cl:15][C:4]1[C:5]2[CH:10]=[C:9]([CH3:11])[O:8][C:6]=2[N:7]=[C:2]([CH3:1])[N:3]=1. The yield is 0.850. The reactants are [CH3:1][C:2]1[NH:3][C:4](=O)[C:5]2[CH:10]=[C:9]([CH3:11])[O:8][C:6]=2[N:7]=1.O=P(Cl)(Cl)[Cl:15].C(Cl)(Cl)Cl.CCCCCC. The catalyst is C(OC(=O)C)(=O)C. (3) The reactants are [N:1]1[C:6]2[CH2:7][CH2:8][CH2:9][C:5]=2[C:4](O)=[N:3][CH:2]=1.CCN(C(C)C)C(C)C.O=P(Cl)(Cl)[Cl:22]. The catalyst is ClCCCl. The product is [Cl:22][C:4]1[C:5]2[CH2:9][CH2:8][CH2:7][C:6]=2[N:1]=[CH:2][N:3]=1. The yield is 0.510. (4) The reactants are [CH3:1][C:2]1[CH:7]=[CH:6][C:5]([C:8](=O)[CH2:9][C:10](=O)[C:11]([O:13][CH3:14])=[O:12])=[CH:4][CH:3]=1.Cl.[NH:18]([C:20]1[CH:25]=[C:24]([C:26]#[N:27])[CH:23]=[CH:22][N:21]=1)[NH2:19]. The catalyst is CC(O)=O. The product is [C:26]([C:24]1[CH:23]=[CH:22][N:21]=[C:20]([N:18]2[C:8]([C:5]3[CH:6]=[CH:7][C:2]([CH3:1])=[CH:3][CH:4]=3)=[CH:9][C:10]([C:11]([O:13][CH3:14])=[O:12])=[N:19]2)[CH:25]=1)#[N:27]. The yield is 0.850. (5) The reactants are C[Si]([N-][Si](C)(C)C)(C)C.[Li+].[Br-].[CH2:12]([P+](C1C=CC=CC=1)(C1C=CC=CC=1)C1C=CC=CC=1)[C:13]1[CH:18]=[CH:17][CH:16]=[CH:15][CH:14]=1.[C:38]([C:41]1[CH:42]=[C:43]([CH:46]=[CH:47][CH:48]=1)[CH:44]=O)([OH:40])=[O:39].Cl. The catalyst is C1COCC1.C(OCC)(=O)C. The product is [C:13]1([CH:12]=[CH:44][C:43]2[CH:42]=[C:41]([CH:48]=[CH:47][CH:46]=2)[C:38]([OH:40])=[O:39])[CH:18]=[CH:17][CH:16]=[CH:15][CH:14]=1. The yield is 0.170.